From a dataset of Catalyst prediction with 721,799 reactions and 888 catalyst types from USPTO. Predict which catalyst facilitates the given reaction. (1) Reactant: [CH3:1][O:2][C:3]1[CH:4]=[C:5]([CH:15]=[CH:16][C:17]=1[NH:18][C:19]1[N:24]=[C:23]([NH:25][C:26]2[CH:31]=[CH:30][CH:29]=[CH:28][C:27]=2[C:32](=[O:35])[NH:33][CH3:34])[C:22]([C:36]([F:39])([F:38])[F:37])=[CH:21][N:20]=1)[CH2:6][P:7](=[O:14])([O:11]CC)[O:8][CH2:9][CH3:10]. Product: [CH3:1][O:2][C:3]1[CH:4]=[C:5]([CH:15]=[CH:16][C:17]=1[NH:18][C:19]1[N:24]=[C:23]([NH:25][C:26]2[CH:31]=[CH:30][CH:29]=[CH:28][C:27]=2[C:32](=[O:35])[NH:33][CH3:34])[C:22]([C:36]([F:38])([F:37])[F:39])=[CH:21][N:20]=1)[CH2:6][P:7](=[O:11])([OH:14])[O:8][CH2:9][CH3:10]. The catalyst class is: 33. (2) Reactant: [CH2:1]([N:8]1[CH2:12][CH2:11][N:10]([C:13]2[S:14][C:15]([C:19](O)=[O:20])=[C:16]([CH3:18])[N:17]=2)[C:9]1=[O:22])[C:2]1[CH:7]=[CH:6][CH:5]=[CH:4][CH:3]=1.C[N:24]1CCOCC1.ClC(OCC(C)C)=O.N. Product: [CH2:1]([N:8]1[CH2:12][CH2:11][N:10]([C:13]2[S:14][C:15]([C:19]([NH2:24])=[O:20])=[C:16]([CH3:18])[N:17]=2)[C:9]1=[O:22])[C:2]1[CH:7]=[CH:6][CH:5]=[CH:4][CH:3]=1. The catalyst class is: 7. (3) Reactant: [N+:1]([C:4]1[CH:10]=[CH:9][C:7]([NH2:8])=[CH:6][CH:5]=1)([O-:3])=[O:2].[CH2:11]([O:13][C:14](=[O:28])[CH:15]([CH2:19][C:20](=O)[C:21]1[CH:26]=[CH:25][CH:24]=[CH:23][CH:22]=1)[C:16](=O)[CH3:17])[CH3:12].CC1C=CC(S(O)(=O)=O)=CC=1. Product: [CH2:11]([O:13][C:14]([C:15]1[CH:19]=[C:20]([C:21]2[CH:22]=[CH:23][CH:24]=[CH:25][CH:26]=2)[N:8]([C:7]2[CH:9]=[CH:10][C:4]([N+:1]([O-:3])=[O:2])=[CH:5][CH:6]=2)[C:16]=1[CH3:17])=[O:28])[CH3:12]. The catalyst class is: 8.